From a dataset of Full USPTO retrosynthesis dataset with 1.9M reactions from patents (1976-2016). Predict the reactants needed to synthesize the given product. (1) The reactants are: C[O:2][C:3](=O)[C:4]1[CH:9]=[C:8]([NH:10][CH:11]2[CH2:16][CH2:15][CH2:14][N:13]([C:17]([O:19][C:20]([CH3:23])([CH3:22])[CH3:21])=[O:18])[CH2:12]2)[CH:7]=[N:6][C:5]=1[O:24][C:25]1[CH:30]=[CH:29][C:28]([O:31][C:32]2[CH:37]=[CH:36][CH:35]=[CH:34][CH:33]=2)=[CH:27][CH:26]=1.[NH3:39]. Given the product [C:20]([O:19][C:17]([N:13]1[CH2:14][CH2:15][CH2:16][CH:11]([NH:10][C:8]2[CH:7]=[N:6][C:5]([O:24][C:25]3[CH:26]=[CH:27][C:28]([O:31][C:32]4[CH:37]=[CH:36][CH:35]=[CH:34][CH:33]=4)=[CH:29][CH:30]=3)=[C:4]([C:3](=[O:2])[NH2:39])[CH:9]=2)[CH2:12]1)=[O:18])([CH3:22])([CH3:21])[CH3:23], predict the reactants needed to synthesize it. (2) Given the product [ClH:8].[NH2:7][C:3]1[CH:2]=[N+:1]([O-:13])[CH:6]=[CH:5][CH:4]=1, predict the reactants needed to synthesize it. The reactants are: [N:1]1[CH:6]=[CH:5][CH:4]=[C:3]([NH2:7])[CH:2]=1.[Cl:8]C1C=C(C=CC=1)C(OO)=[O:13]. (3) Given the product [CH3:1][S:2]([C:5]1[CH:6]=[C:7]2[C:11](=[CH:12][CH:13]=1)[NH:10][C:9](=[O:14])/[C:8]/2=[CH:29]\[C:28]1[NH:27][C:26]2[CH2:31][CH2:32][CH2:33][CH2:34][CH2:35][C:25]=2[C:24]=1[CH2:23][CH2:22][CH2:21][N:15]1[CH2:16][CH2:17][O:18][CH2:19][CH2:20]1)(=[O:4])=[O:3], predict the reactants needed to synthesize it. The reactants are: [CH3:1][S:2]([C:5]1[CH:6]=[C:7]2[C:11](=[CH:12][CH:13]=1)[NH:10][C:9](=[O:14])[CH2:8]2)(=[O:4])=[O:3].[N:15]1([CH2:21][CH2:22][CH2:23][C:24]2[C:25]3[CH2:35][CH2:34][CH2:33][CH2:32][CH2:31][C:26]=3[NH:27][C:28]=2[CH:29]=O)[CH2:20][CH2:19][O:18][CH2:17][CH2:16]1.N1CCCCC1. (4) Given the product [CH3:22][C:17]1([CH3:23])[C:18]([CH3:21])([CH3:20])[O:19][B:15]([C:2]2[CH:3]=[C:4]([N:8]3[CH2:13][CH2:12][C:11](=[O:14])[CH2:10][CH2:9]3)[CH:5]=[CH:6][CH:7]=2)[O:16]1, predict the reactants needed to synthesize it. The reactants are: Br[C:2]1[CH:3]=[C:4]([N:8]2[CH2:13][CH2:12][C:11](=[O:14])[CH2:10][CH2:9]2)[CH:5]=[CH:6][CH:7]=1.[B:15]1([B:15]2[O:19][C:18]([CH3:21])([CH3:20])[C:17]([CH3:23])([CH3:22])[O:16]2)[O:19][C:18]([CH3:21])([CH3:20])[C:17]([CH3:23])([CH3:22])[O:16]1.CC([O-])=O.[K+].CS(C)=O. (5) Given the product [OH:3][C:4]1[CH:13]=[CH:12][C:11]([NH:14][C:15](=[O:48])[C@@H:16]([NH:21][C:22](=[O:47])[CH:23]([O:26][CH2:27][CH2:28][CH2:29][CH2:30]/[CH:31]=[CH:32]\[CH2:33]/[CH:34]=[CH:35]\[CH2:36]/[CH:37]=[CH:38]\[CH2:39]/[CH:40]=[CH:41]\[CH2:42]/[CH:43]=[CH:44]\[CH2:45][CH3:46])[CH2:24][CH3:25])[CH2:17][CH:18]([CH3:19])[CH3:20])=[CH:10][C:5]=1[C:6]([OH:8])=[O:7], predict the reactants needed to synthesize it. The reactants are: [Li+].[OH-].[OH:3][C:4]1[CH:13]=[CH:12][C:11]([NH:14][C:15](=[O:48])[C@@H:16]([NH:21][C:22](=[O:47])[CH:23]([O:26][CH2:27][CH2:28][CH2:29][CH2:30]/[CH:31]=[CH:32]\[CH2:33]/[CH:34]=[CH:35]\[CH2:36]/[CH:37]=[CH:38]\[CH2:39]/[CH:40]=[CH:41]\[CH2:42]/[CH:43]=[CH:44]\[CH2:45][CH3:46])[CH2:24][CH3:25])[CH2:17][CH:18]([CH3:20])[CH3:19])=[CH:10][C:5]=1[C:6]([O:8]C)=[O:7].Cl.